The task is: Predict the product of the given reaction.. This data is from Forward reaction prediction with 1.9M reactions from USPTO patents (1976-2016). (1) Given the reactants [Cl:1][C:2]1[CH:3]=[C:4]2[C:12](=[C:13]([NH:15][C:16]([CH:18]3[CH2:23][O:22][C:21]([CH3:25])([CH3:24])[CH2:20][N:19]3[CH2:26][CH:27]([NH2:31])[CH:28]([CH3:30])[CH3:29])=[O:17])[CH:14]=1)[NH:11][C:10]1[CH:9]=[N:8][CH:7]=[CH:6][C:5]2=1.[CH3:32][C:33]1[N:41]=[CH:40][CH:39]=[CH:38][C:34]=1[C:35](O)=[O:36].CCN=C=NCCCN(C)C, predict the reaction product. The product is: [Cl:1][C:2]1[CH:3]=[C:4]2[C:12](=[C:13]([NH:15][C:16]([CH:18]3[CH2:23][O:22][C:21]([CH3:24])([CH3:25])[CH2:20][N:19]3[CH2:26][CH:27]([NH:31][C:35]([C:34]3[C:33]([CH3:32])=[N:41][CH:40]=[CH:39][CH:38]=3)=[O:36])[CH:28]([CH3:29])[CH3:30])=[O:17])[CH:14]=1)[NH:11][C:10]1[CH:9]=[N:8][CH:7]=[CH:6][C:5]2=1. (2) Given the reactants [F:1][C:2]1[CH:7]=[CH:6][C:5]([C:8]2[CH:16]=[C:15]3[C:11]([CH2:12][C:13](=[O:17])[NH:14]3)=[CH:10][CH:9]=2)=[CH:4][CH:3]=1.[CH:18]([C:20]1[NH:21][C:22]([CH3:34])=[C:23]([S:30]([CH3:33])(=[O:32])=[O:31])[C:24]=1[CH2:25][CH2:26][C:27]([OH:29])=[O:28])=O.N1CCCCC1, predict the reaction product. The product is: [F:1][C:2]1[CH:3]=[CH:4][C:5]([C:8]2[CH:16]=[C:15]3[C:11](/[C:12](=[CH:18]/[C:20]4[NH:21][C:22]([CH3:34])=[C:23]([S:30]([CH3:33])(=[O:32])=[O:31])[C:24]=4[CH2:25][CH2:26][C:27]([OH:29])=[O:28])/[C:13](=[O:17])[NH:14]3)=[CH:10][CH:9]=2)=[CH:6][CH:7]=1. (3) Given the reactants C(OC([C:6]1[NH:7][CH:8]=[C:9]2[C:14]=1[CH:13]1[CH2:15][CH2:16][CH:10]2[CH:11]=[CH:12]1)=O)C.[OH-].[K+], predict the reaction product. The product is: [CH:6]1[NH:7][CH:8]=[C:9]2[C:14]=1[CH:13]1[CH2:15][CH2:16][CH:10]2[CH:11]=[CH:12]1. (4) Given the reactants C([NH:4][C@:5]1([C:22](NC(C)(C)C)=[O:23])[C@@H:9]([CH2:10][CH2:11][CH2:12][B:13]2[O:17]C(C)(C)C(C)(C)[O:14]2)[CH2:8][NH:7][CH2:6]1)(=O)C.[N:29]1[CH:34]=[CH:33][CH:32]=[CH:31][C:30]=1[CH:35]=O.S([O-])([O-])(=O)=[O:38].[Na+].[Na+].C(O)(=O)C.C(O[BH-](OC(=O)C)OC(=O)C)(=O)C.[Na+].C(=O)([O-])[O-].[Na+].[Na+], predict the reaction product. The product is: [NH2:4][C@:5]1([C:22]([OH:23])=[O:38])[C@@H:9]([CH2:10][CH2:11][CH2:12][B:13]([OH:14])[OH:17])[CH2:8][N:7]([CH2:35][C:30]2[CH:31]=[CH:32][CH:33]=[CH:34][N:29]=2)[CH2:6]1. (5) Given the reactants [F:1][C:2]1[CH:3]=[C:4]2[C:9](=[CH:10][CH:11]=1)[N:8]=[C:7]([NH:12][C@H:13]1[CH2:17][CH2:16][C@H:15]([NH2:18])[CH2:14]1)[CH:6]=[C:5]2[CH3:19].[N:20]1[CH:21]=[C:22]([CH:29]=O)[N:23]2[CH:28]=[CH:27][CH:26]=[CH:25][C:24]=12.C(O[BH-](OC(=O)C)OC(=O)C)(=O)C.[Na+].[BH4-].[Na+].Cl.[OH-].[Na+], predict the reaction product. The product is: [F:1][C:2]1[CH:3]=[C:4]2[C:9](=[CH:10][CH:11]=1)[N:8]=[C:7]([NH:12][C@H:13]1[CH2:17][CH2:16][C@H:15]([NH:18][CH2:29][C:22]3[N:23]4[CH:28]=[CH:27][CH:26]=[CH:25][C:24]4=[N:20][CH:21]=3)[CH2:14]1)[CH:6]=[C:5]2[CH3:19].